Dataset: Full USPTO retrosynthesis dataset with 1.9M reactions from patents (1976-2016). Task: Predict the reactants needed to synthesize the given product. (1) Given the product [OH:28][NH:29][C:30]([C:32]1[CH:59]=[CH:58][C:35]2[N:36]([CH2:53][CH2:54][CH:55]([CH3:56])[CH3:57])[C:37]([CH2:39][N:40]3[C:44]4[CH:45]=[CH:46][CH:47]=[CH:48][C:43]=4[NH:42][C:41]3=[O:52])=[N:38][C:34]=2[CH:33]=1)=[NH:31], predict the reactants needed to synthesize it. The reactants are: CC(C)CCN1C2C=CC(C#N)=CC=2N=C1CN1C2C=CC=CC=2NC1=O.[OH:28][NH:29][C:30]([C:32]1[CH:59]=[CH:58][C:35]2[N:36]([CH2:53][CH2:54][CH:55]([CH3:57])[CH3:56])[C:37]([CH2:39][N:40]3[C:44]4[CH:45]=[CH:46][CH:47]=[CH:48][C:43]=4[N:42](C(C)=C)[C:41]3=[O:52])=[N:38][C:34]=2[CH:33]=1)=[NH:31]. (2) Given the product [F:24][C:25]1[CH:26]=[C:27]([CH:30]=[CH:31][CH:32]=1)[CH2:28][S:23][C:21]1[O:22][C:18]([C:15]2[CH:16]=[CH:17][C:12]3[N:11]=[CH:10][N:9]([C:6]4[CH:7]=[CH:8][C:3]([O:2][CH3:1])=[CH:4][CH:5]=4)[C:13]=3[CH:14]=2)=[N:19][N:20]=1, predict the reactants needed to synthesize it. The reactants are: [CH3:1][O:2][C:3]1[CH:8]=[CH:7][C:6]([N:9]2[C:13]3[CH:14]=[C:15]([C:18]4[O:22][C:21]([SH:23])=[N:20][N:19]=4)[CH:16]=[CH:17][C:12]=3[N:11]=[CH:10]2)=[CH:5][CH:4]=1.[F:24][C:25]1[CH:26]=[C:27]([CH:30]=[CH:31][CH:32]=1)[CH2:28]Cl. (3) The reactants are: Br[C:2]1[CH:7]=[CH:6][C:5]([Br:8])=[CH:4][N:3]=1.[C:9](CCCO)#[N:10].[CH3:15][Si](C)(C)[N-][Si](C)(C)C.[Na+].CCO[C:28]([CH3:30])=[O:29]. Given the product [Br:8][C:5]1[CH:6]=[CH:7][C:2]([O:29][CH2:28][CH:30]([C:9]#[N:10])[CH3:15])=[N:3][CH:4]=1, predict the reactants needed to synthesize it. (4) Given the product [Br:18][C:15]1[C:16](=[O:17])[N:11]([C:6]2[CH:5]=[C:4]([CH:9]=[CH:8][C:7]=2[CH3:10])[C:3]([N:45]([O:46][CH3:31])[CH3:44])=[O:28])[C:12]([CH3:27])=[N:13][C:14]=1[O:19][CH2:20][C:21]1[N:22]=[C:23]([CH3:26])[S:24][CH:25]=1, predict the reactants needed to synthesize it. The reactants are: CO[C:3](=[O:28])[C:4]1[CH:9]=[CH:8][C:7]([CH3:10])=[C:6]([N:11]2[C:16](=[O:17])[C:15]([Br:18])=[C:14]([O:19][CH2:20][C:21]3[N:22]=[C:23]([CH3:26])[S:24][CH:25]=3)[N:13]=[C:12]2[CH3:27])[CH:5]=1.[OH-].[Na+].[C:31](N1C=CN=C1)(N1C=CN=C1)=O.Cl.[CH3:44][N:45](C)[OH:46].C(N(CC)CC)C.